The task is: Predict the product of the given reaction.. This data is from Forward reaction prediction with 1.9M reactions from USPTO patents (1976-2016). (1) Given the reactants CC([N:5]([C:9]([CH3:31])([CH3:30])[C:10]([NH:12][C:13]1[CH:18]=[CH:17][C:16]([O:19][C:20]2[C:25]3[C:26]([CH3:29])=[N:27][O:28][C:24]=3[CH:23]=[CH:22][CH:21]=2)=[CH:15][CH:14]=1)=[O:11])C(=O)[O-])(C)C.C(O)(C(F)(F)F)=O, predict the reaction product. The product is: [CH3:31][C:9]([C:10]([NH:12][C:13]1[CH:18]=[CH:17][C:16]([O:19][C:20]2[C:25]3[C:26]([CH3:29])=[N:27][O:28][C:24]=3[CH:23]=[CH:22][CH:21]=2)=[CH:15][CH:14]=1)=[O:11])([CH3:30])[NH2:5]. (2) Given the reactants B.C1COCC1.[Br:7][C:8]1[CH:9]=[CH:10][C:11]2[C:15]3[C:16](=O)[NH:17][CH2:18][CH2:19][CH2:20][C:14]=3[N:13]([CH3:22])[C:12]=2[N:23]=1.Cl.[OH-].[Na+].[CH3:27][C:28]([O:31][C:32](O[C:32]([O:31][C:28]([CH3:30])([CH3:29])[CH3:27])=[O:33])=[O:33])([CH3:30])[CH3:29], predict the reaction product. The product is: [Br:7][C:8]1[CH:9]=[CH:10][C:11]2[C:15]3[CH2:16][N:17]([C:32]([O:31][C:28]([CH3:30])([CH3:29])[CH3:27])=[O:33])[CH2:18][CH2:19][CH2:20][C:14]=3[N:13]([CH3:22])[C:12]=2[N:23]=1. (3) Given the reactants [N:1]1[CH:6]=[CH:5][CH:4]=[CH:3][C:2]=1[CH2:7][NH2:8].[CH3:9][C:10]1[C:11](=[O:19])[NH:12][C:13](SC)=[N:14][C:15]=1[CH3:16].O.C(OCC)C, predict the reaction product. The product is: [CH3:9][C:10]1[C:11](=[O:19])[NH:12][C:13]([NH:8][CH2:7][C:2]2[CH:3]=[CH:4][CH:5]=[CH:6][N:1]=2)=[N:14][C:15]=1[CH3:16]. (4) Given the reactants [C:1]([O:5][C:6]([N:8]([CH2:26][C:27]([O:29][C:30]([CH3:33])([CH3:32])[CH3:31])=[O:28])[C:9]1[CH:14]=[CH:13][CH:12]=[C:11]([CH2:15][NH:16][S:17]([C:20]2[CH:21]=[N:22][CH:23]=[CH:24][CH:25]=2)(=[O:19])=[O:18])[N:10]=1)=[O:7])([CH3:4])([CH3:3])[CH3:2].S1C=CN=C1C1C=CC(CNS(C2C=NC=CC=2)(=O)=O)=CC=1.[CH3:56][O:57][C:58]1[CH:59]=[CH:60][C:61]2[CH:65]=[C:64]([CH2:66]O)[S:63][C:62]=2[CH:68]=1, predict the reaction product. The product is: [C:1]([O:5][C:6]([N:8]([CH2:26][C:27]([O:29][C:30]([CH3:33])([CH3:32])[CH3:31])=[O:28])[C:9]1[CH:14]=[CH:13][CH:12]=[C:11]([CH:15]([CH2:66][C:64]2[S:63][C:62]3[CH:68]=[C:58]([O:57][CH3:56])[CH:59]=[CH:60][C:61]=3[CH:65]=2)[NH:16][S:17]([C:20]2[CH:21]=[N:22][CH:23]=[CH:24][CH:25]=2)(=[O:19])=[O:18])[N:10]=1)=[O:7])([CH3:4])([CH3:3])[CH3:2]. (5) Given the reactants [CH3:1][N:2]1[C:10]2[C:5](=[CH:6][C:7](B3OC(C)(C)C(C)(C)O3)=[CH:8][CH:9]=2)[CH2:4][C:3]1=[O:20].Br[C:22]1[CH:23]=[N:24][CH:25]=[C:26]([C:28]2([CH3:33])[O:32][CH2:31][CH2:30][O:29]2)[CH:27]=1.COCCOC.C(=O)([O-])[O-].[Na+].[Na+], predict the reaction product. The product is: [CH3:1][N:2]1[C:10]2[C:5](=[CH:6][C:7]([C:22]3[CH:23]=[N:24][CH:25]=[C:26]([C:28]4([CH3:33])[O:32][CH2:31][CH2:30][O:29]4)[CH:27]=3)=[CH:8][CH:9]=2)[CH2:4][C:3]1=[O:20]. (6) Given the reactants Br[C:2]1[CH:3]=[N:4][C:5]([O:8][CH3:9])=[N:6][CH:7]=1.[C:10]([C:12]1[CH2:13][CH2:14][N:15]([S:18]([CH2:21][C@@:22]2([CH3:29])[NH:26][C:25](=[O:27])[NH:24][C:23]2=[O:28])(=[O:20])=[O:19])[CH2:16][CH:17]=1)#[CH:11], predict the reaction product. The product is: [CH3:9][O:8][C:5]1[N:4]=[CH:3][C:2]([C:11]#[C:10][C:12]2[CH2:17][CH2:16][N:15]([S:18]([CH2:21][C@@:22]3([CH3:29])[NH:26][C:25](=[O:27])[NH:24][C:23]3=[O:28])(=[O:20])=[O:19])[CH2:14][CH:13]=2)=[CH:7][N:6]=1. (7) Given the reactants [NH2:1][C:2]1[N:7]=[C:6]([C:8]2[CH:13]=[C:12]([Br:14])[CH:11]=[CH:10][C:9]=2[OH:15])[CH:5]=[C:4](Cl)[N:3]=1.[Cl:17][C:18]1[CH:24]=[CH:23][C:21]([NH2:22])=[CH:20][CH:19]=1, predict the reaction product. The product is: [NH2:1][C:2]1[N:7]=[C:6]([C:8]2[CH:13]=[C:12]([Br:14])[CH:11]=[CH:10][C:9]=2[OH:15])[CH:5]=[C:4]([NH:22][C:21]2[CH:23]=[CH:24][C:18]([Cl:17])=[CH:19][CH:20]=2)[N:3]=1.